Regression. Given a peptide amino acid sequence and an MHC pseudo amino acid sequence, predict their binding affinity value. This is MHC class I binding data. From a dataset of Peptide-MHC class I binding affinity with 185,985 pairs from IEDB/IMGT. (1) The peptide sequence is FSFFMNENF. The MHC is HLA-A02:03 with pseudo-sequence HLA-A02:03. The binding affinity (normalized) is 0.0847. (2) The peptide sequence is YGPDVEVNV. The MHC is HLA-A80:01 with pseudo-sequence HLA-A80:01. The binding affinity (normalized) is 0.0847. (3) The peptide sequence is SLLQLPRDK. The MHC is HLA-A02:01 with pseudo-sequence HLA-A02:01. The binding affinity (normalized) is 0.102. (4) The peptide sequence is MGFGHRIYK. The MHC is HLA-A11:01 with pseudo-sequence HLA-A11:01. The binding affinity (normalized) is 0.879. (5) The peptide sequence is GTPFPTLYY. The MHC is HLA-B57:01 with pseudo-sequence HLA-B57:01. The binding affinity (normalized) is 0.0847. (6) The peptide sequence is EVHYSGINY. The MHC is HLA-B07:02 with pseudo-sequence HLA-B07:02. The binding affinity (normalized) is 0.0847. (7) The peptide sequence is VLPVPGASV. The MHC is HLA-B35:01 with pseudo-sequence HLA-B35:01. The binding affinity (normalized) is 0.0847. (8) The peptide sequence is AIFQSSMTK. The MHC is HLA-A01:01 with pseudo-sequence HLA-A01:01. The binding affinity (normalized) is 0.